Dataset: Forward reaction prediction with 1.9M reactions from USPTO patents (1976-2016). Task: Predict the product of the given reaction. (1) Given the reactants C(OC([N:8]1[CH2:13][C@@H:12]([N:14]([C:19]([C:21]2[N:25]([CH2:26][CH2:27][CH2:28][CH2:29][O:30][CH3:31])[C:24]3[CH:32]=[CH:33][CH:34]=[CH:35][C:23]=3[N:22]=2)=[O:20])[CH2:15][CH:16]([CH3:18])[CH3:17])[CH2:11][C@@H:10]([C:36]([OH:38])=[O:37])[CH2:9]1)=O)(C)(C)C.O[CH2:40][C:41]1[O:42][C:43](=[O:47])[O:44][C:45]=1[CH3:46].C1(C)C(S([Cl:57])(=O)=O)=CC=CC=1.C(=O)([O-])[O-].[K+].[K+].[ClH:65], predict the reaction product. The product is: [ClH:57].[ClH:65].[CH3:31][O:30][CH2:29][CH2:28][CH2:27][CH2:26][N:25]1[C:24]2[CH:32]=[CH:33][CH:34]=[CH:35][C:23]=2[N:22]=[C:21]1[C:19]([N:14]([CH2:15][CH:16]([CH3:18])[CH3:17])[C@@H:12]1[CH2:13][NH:8][CH2:9][C@H:10]([C:36]([O:38][CH2:40][C:41]2[O:42][C:43](=[O:47])[O:44][C:45]=2[CH3:46])=[O:37])[CH2:11]1)=[O:20]. (2) Given the reactants C([Li])CCC.Br[C:7]1[CH:14]=[C:13]([CH3:15])[C:10]([C:11]#[N:12])=[C:9]([CH3:16])[CH:8]=1.[B:17](OC(C)C)([O:22]C(C)C)[O:18]C(C)C.Cl, predict the reaction product. The product is: [C:11]([C:10]1[C:13]([CH3:15])=[CH:14][C:7]([B:17]([OH:22])[OH:18])=[CH:8][C:9]=1[CH3:16])#[N:12]. (3) Given the reactants C[O:2][C:3](=O)[C:4]1[CH:9]=[C:8]([Br:10])[CH:7]=[CH:6][C:5]=1[NH2:11].[H-].[Al+3].[Li+].[H-].[H-].[H-], predict the reaction product. The product is: [NH2:11][C:5]1[CH:6]=[CH:7][C:8]([Br:10])=[CH:9][C:4]=1[CH2:3][OH:2].